From a dataset of Reaction yield outcomes from USPTO patents with 853,638 reactions. Predict the reaction yield, written as a fraction of the theoretical maximum amount of product (1.0 means a 100% yield; for example, 0.34 means a 34% yield). The reactants are [C:1]([O:5][C:6]1[CH:35]=[CH:34][CH:33]=[CH:32][C:7]=1[CH2:8][N:9]([CH2:25][C:26]1[CH:31]=[CH:30][CH:29]=[CH:28][N:27]=1)[CH2:10][CH2:11][CH2:12][N:13]1[CH2:18][CH2:17][CH:16]([C:19]2[CH:24]=[CH:23][CH:22]=[CH:21][CH:20]=2)[CH2:15][CH2:14]1)([CH3:4])([CH3:3])[CH3:2].[CH3:36][O:37]C1(C2C=CC=CC=2)CCCCN1.C(OC1C=CC=CC=1CN(CC1C=CC=CN=1)CCCCl)(C)(C)C.C([O-])([O-])=O.[K+].[K+]. No catalyst specified. The product is [C:1]([O:5][C:6]1[CH:35]=[CH:34][CH:33]=[CH:32][C:7]=1[CH2:8][N:9]([CH2:25][C:26]1[CH:31]=[CH:30][CH:29]=[CH:28][N:27]=1)[CH2:10][CH2:11][CH2:12][N:13]1[CH2:14][CH2:15][CH:16]([C:19]2[CH:20]=[CH:21][CH:22]=[CH:23][C:24]=2[O:37][CH3:36])[CH2:17][CH2:18]1)([CH3:4])([CH3:2])[CH3:3]. The yield is 0.590.